From a dataset of Catalyst prediction with 721,799 reactions and 888 catalyst types from USPTO. Predict which catalyst facilitates the given reaction. (1) Reactant: [S:1]1[CH2:5][CH2:4][NH:3][CH:2]1[C:6]([O:8][CH2:9][CH3:10])=[O:7].[F:11][C:12]1[CH:20]=[CH:19][C:15]([C:16](Cl)=[O:17])=[CH:14][CH:13]=1.Cl. Product: [F:11][C:12]1[CH:20]=[CH:19][C:15]([C:16]([N:3]2[CH2:4][CH2:5][S:1][CH:2]2[C:6]([O:8][CH2:9][CH3:10])=[O:7])=[O:17])=[CH:14][CH:13]=1. The catalyst class is: 2. (2) Reactant: [CH3:1][N:2]([CH2:17][C:18]1([O:24][Si](C)(C)C)[CH2:23][CH2:22][NH:21][CH2:20][CH2:19]1)[CH2:3][CH2:4][O:5][C:6]1[CH:7]=[C:8]([CH2:12][C:13]([O:15][CH3:16])=[O:14])[CH:9]=[CH:10][CH:11]=1.COC(=O)CC1C=CC=C(OCCN(CC2(O)CCNCC2)C)C=1.[NH2:53][C:54]1[N:62]=[C:61]([O:63][CH2:64][CH2:65][O:66][CH3:67])[N:60]=[C:59]2[C:55]=1[NH:56][C:57](=[O:77])[N:58]2[CH2:68][C:69]1[CH:74]=[CH:73][C:72]([CH2:75]Cl)=[CH:71][CH:70]=1.O. Product: [NH2:53][C:54]1[N:62]=[C:61]([O:63][CH2:64][CH2:65][O:66][CH3:67])[N:60]=[C:59]2[C:55]=1[NH:56][C:57](=[O:77])[N:58]2[CH2:68][C:69]1[CH:70]=[CH:71][C:72]([CH2:75][N:21]2[CH2:22][CH2:23][C:18]([CH2:17][N:2]([CH3:1])[CH2:3][CH2:4][O:5][C:6]3[CH:7]=[C:8]([CH2:12][C:13]([O:15][CH3:16])=[O:14])[CH:9]=[CH:10][CH:11]=3)([OH:24])[CH2:19][CH2:20]2)=[CH:73][CH:74]=1. The catalyst class is: 9. (3) Reactant: C(OC([N:8]1[CH2:12][CH2:11][C@H:10]([C@H:13]([O:16][C:17]2[CH:22]=[CH:21][C:20]([C:23]([F:26])([F:25])[F:24])=[CH:19][CH:18]=2)[CH2:14][NH2:15])[CH2:9]1)=O)(C)(C)C.[O:27]1[C:31]([C:32]2[CH:37]=[CH:36][C:35]([S:38](Cl)(=[O:40])=[O:39])=[CH:34][CH:33]=2)=[CH:30][N:29]=[CH:28]1.[C:42](=[O:45])(O)[O-:43].[Na+]. Product: [O:27]1[C:31]([C:32]2[CH:33]=[CH:34][C:35]([S:38]([NH:15][CH2:14][C@H:13]([C@H:10]3[CH2:11][CH2:12][NH:8][CH2:9]3)[O:16][C:17]3[CH:18]=[CH:19][C:20]([C:23]([F:24])([F:25])[F:26])=[CH:21][CH:22]=3)(=[O:40])=[O:39])=[CH:36][CH:37]=2)=[CH:30][N:29]=[CH:28]1.[C:42]([OH:43])([C:23]([F:26])([F:25])[F:24])=[O:45]. The catalyst class is: 347. (4) Reactant: C([O-])=O.[NH4+].C([N:12]1[CH2:16][CH2:15][CH:14]([NH:17][C:18]([C:20]2[C:21]([NH:35][CH2:36][CH2:37][CH3:38])=[N:22][C:23]([NH:26][CH2:27][CH2:28][C:29]3[CH:34]=[CH:33][N:32]=[CH:31][CH:30]=3)=[N:24][CH:25]=2)=[O:19])[CH2:13]1)C1C=CC=CC=1. Product: [CH2:36]([NH:35][C:21]1[C:20]([C:18]([NH:17][CH:14]2[CH2:15][CH2:16][NH:12][CH2:13]2)=[O:19])=[CH:25][N:24]=[C:23]([NH:26][CH2:27][CH2:28][C:29]2[CH:30]=[CH:31][N:32]=[CH:33][CH:34]=2)[N:22]=1)[CH2:37][CH3:38]. The catalyst class is: 129.